Dataset: Forward reaction prediction with 1.9M reactions from USPTO patents (1976-2016). Task: Predict the product of the given reaction. (1) The product is: [Cl:59][C:7]1[CH:6]=[CH:5][CH:4]=[CH:3][C:2]=1[C:1]([NH:9][C:10]1[CH:11]=[CH:12][C:13]([C:16]2[CH:24]=[C:23]3[C:19]([CH2:20][N:21]([C@@H:26]([CH:31]([CH3:33])[CH3:32])[C:27]([O:29][CH3:30])=[O:28])[C:22]3=[O:25])=[CH:18][CH:17]=2)=[CH:14][CH:15]=1)=[O:8]. Given the reactants [C:1]([NH:9][C:10]1[CH:15]=[CH:14][C:13]([C:16]2[CH:24]=[C:23]3[C:19]([CH2:20][N:21]([C@@H:26]([CH:31]([CH3:33])[CH3:32])[C:27]([O:29][CH3:30])=[O:28])[C:22]3=[O:25])=[CH:18][CH:17]=2)=[CH:12][CH:11]=1)(=[O:8])[C:2]1[CH:7]=[CH:6][CH:5]=[CH:4][CH:3]=1.NC1C=CC(C2C=C3C(CN([C@@H](C(C)C)C(OC)=O)C3=O)=CC=2)=CC=1.[Cl:59]C1C=CC=CC=1C(Cl)=O, predict the reaction product. (2) The product is: [NH:4]1[C:5]([CH2:6][CH2:7][CH2:8][CH2:9][CH2:10][CH2:11][N:12]2[C:17]3=[N:18][C:19]([C:29]4[CH:34]=[CH:33][C:32]([CH3:35])=[CH:31][CH:30]=4)=[C:20]([C:22]4[CH:27]=[CH:26][C:25]([CH3:28])=[CH:24][CH:23]=4)[N:21]=[C:16]3[CH2:15][CH:14]([OH:36])[CH2:13]2)=[N:1][N:2]=[N:3]1. Given the reactants [NH:1]1[C:5](/[CH:6]=[CH:7]/[CH2:8][CH2:9][CH2:10][CH2:11][N:12]2[C:17]3=[N:18][C:19]([C:29]4[CH:34]=[CH:33][C:32]([CH3:35])=[CH:31][CH:30]=4)=[C:20]([C:22]4[CH:27]=[CH:26][C:25]([CH3:28])=[CH:24][CH:23]=4)[N:21]=[C:16]3[CH2:15][CH:14]([OH:36])[CH2:13]2)=[N:4][N:3]=[N:2]1.[H][H], predict the reaction product. (3) Given the reactants Cl.[CH3:2][C:3]1[CH:4]=[C:5]([NH:17][C:18]2[C:27]3[C:22](=[CH:23][CH:24]=[CH:25][C:26]=3[O:28][C@H:29]([CH3:45])[C:30]([N:32]3[CH2:37][CH2:36][N:35](C(OC(C)(C)C)=O)[CH2:34][CH2:33]3)=[O:31])[N:21]=[CH:20][N:19]=2)[CH:6]=[CH:7][C:8]=1[O:9][C:10]1[CH:11]=[N:12][C:13]([CH3:16])=[CH:14][CH:15]=1, predict the reaction product. The product is: [CH3:2][C:3]1[CH:4]=[C:5]([NH:17][C:18]2[C:27]3[C:22](=[CH:23][CH:24]=[CH:25][C:26]=3[O:28][C@H:29]([CH3:45])[C:30](=[O:31])[N:32]3[CH2:33][CH2:34][NH:35][CH2:36][CH2:37]3)[N:21]=[CH:20][N:19]=2)[CH:6]=[CH:7][C:8]=1[O:9][C:10]1[CH:11]=[N:12][C:13]([CH3:16])=[CH:14][CH:15]=1. (4) Given the reactants FC(F)(F)S(O[C:7]1[CH:8]=[CH:9][CH:10]=[C:11]2[C:16]=1[N:15]=[C:14]([CH3:17])[CH:13]=[CH:12]2)(=O)=O.[C-:20]#[N:21].[Na+], predict the reaction product. The product is: [CH3:17][C:14]1[CH:13]=[CH:12][C:11]2[C:16](=[C:7]([C:20]#[N:21])[CH:8]=[CH:9][CH:10]=2)[N:15]=1. (5) The product is: [N:16]1([C:13]2[CH:14]=[CH:15][C:10]([C:2]3[S:1][CH:5]=[CH:4][CH:3]=3)=[CH:11][CH:12]=2)[CH2:20][CH2:19][CH2:18][CH2:17]1. Given the reactants [S:1]1[CH:5]=[CH:4][CH:3]=[C:2]1B(O)O.Br[C:10]1[CH:15]=[CH:14][C:13]([N:16]2[CH2:20][CH2:19][CH2:18][CH2:17]2)=[CH:12][CH:11]=1, predict the reaction product. (6) Given the reactants [CH2:1]([O:8][C:9]1[CH:14]=[C:13]([O:15][CH2:16][C:17]2[CH:22]=[CH:21][CH:20]=[CH:19][CH:18]=2)[C:12]([Cl:23])=[CH:11][C:10]=1[C:24]1[C:28](I)=[CH:27][N:26]([CH2:30][O:31][CH2:32][CH2:33][Si:34]([CH3:37])([CH3:36])[CH3:35])[N:25]=1)[C:2]1[CH:7]=[CH:6][CH:5]=[CH:4][CH:3]=1.C(=O)(O)[O-].[Na+], predict the reaction product. The product is: [CH2:1]([O:8][C:9]1[CH:14]=[C:13]([O:15][CH2:16][C:17]2[CH:22]=[CH:21][CH:20]=[CH:19][CH:18]=2)[C:12]([Cl:23])=[CH:11][C:10]=1[C:24]1[C:28]([C:13]2[CH:12]=[CH:11][C:10]([CH2:24][NH2:25])=[CH:9][CH:14]=2)=[CH:27][N:26]([CH2:30][O:31][CH2:32][CH2:33][Si:34]([CH3:37])([CH3:36])[CH3:35])[N:25]=1)[C:2]1[CH:7]=[CH:6][CH:5]=[CH:4][CH:3]=1. (7) The product is: [CH3:10][CH:9]([Si:4]([S:5][C:40]1[CH:41]=[CH:42][C:43]2[CH:52]3[CH:48]([N:49]([C:53]([O:55][C:56]([CH3:59])([CH3:58])[CH3:57])=[O:54])[CH2:50][CH2:51]3)[CH2:47][O:46][C:44]=2[CH:45]=1)([CH:1]([CH3:3])[CH3:2])[CH:6]([CH3:8])[CH3:7])[CH3:11]. Given the reactants [CH:1]([Si:4]([CH:9]([CH3:11])[CH3:10])([CH:6]([CH3:8])[CH3:7])[SH:5])([CH3:3])[CH3:2].C[Si](C)(C)[N-][Si](C)(C)C.[Li+].C1COCC1.C([Si](C(C)C)(C(C)C)[S-])(C)C.[Li+].I[C:40]1[CH:41]=[CH:42][C:43]2[CH:52]3[CH:48]([N:49]([C:53]([O:55][C:56]([CH3:59])([CH3:58])[CH3:57])=[O:54])[CH2:50][CH2:51]3)[CH2:47][O:46][C:44]=2[CH:45]=1, predict the reaction product. (8) Given the reactants C([N:8](C(OC(C)(C)C)=O)[C@H:9]1[CH2:13][C@@H:12]([N:14]2[CH:22]=[N:21][C:20]3[C:15]2=[N:16][C:17]([Cl:24])=[N:18][C:19]=3[Cl:23])[C@H:11]([OH:25])[C@@H:10]1[OH:26])(OC(C)(C)C)=O.[CH2:34]([C:36]1[N:37]=[N:38]N[N:40]=1)[CH3:35], predict the reaction product. The product is: [Cl:24][C:17]1[N:16]=[C:15]2[C:20]([N:21]=[CH:22][N:14]2[C@@H:12]2[CH2:13][C@H:9]([N:8]3[N:38]=[N:37][C:36]([CH2:34][CH3:35])=[N:40]3)[C@@H:10]([OH:26])[C@H:11]2[OH:25])=[C:19]([Cl:23])[N:18]=1. (9) Given the reactants [CH3:1][C:2]1[CH:7]=[C:6]([CH3:8])[NH:5][C:4](=[O:9])[C:3]=1[CH2:10][NH:11][C:12]([C:14]1[C:15]([CH3:49])=[C:16]([N:33]([CH2:47][CH3:48])[CH:34]2[CH2:39][CH2:38][N:37](C(OC(C)(C)C)=O)[CH2:36][CH2:35]2)[CH:17]=[C:18]([C:20]2[CH:25]=[CH:24][C:23]([CH2:26][N:27]3[CH2:32][CH2:31][O:30][CH2:29][CH2:28]3)=[CH:22][CH:21]=2)[CH:19]=1)=[O:13].C(O)(C(F)(F)F)=O, predict the reaction product. The product is: [CH3:1][C:2]1[CH:7]=[C:6]([CH3:8])[NH:5][C:4](=[O:9])[C:3]=1[CH2:10][NH:11][C:12]([C:14]1[CH:19]=[C:18]([C:20]2[CH:25]=[CH:24][C:23]([CH2:26][N:27]3[CH2:28][CH2:29][O:30][CH2:31][CH2:32]3)=[CH:22][CH:21]=2)[CH:17]=[C:16]([N:33]([CH2:47][CH3:48])[CH:34]2[CH2:35][CH2:36][NH:37][CH2:38][CH2:39]2)[C:15]=1[CH3:49])=[O:13]. (10) Given the reactants [CH2:1]([NH:8][C:9]1[C:18]2[CH2:17]C[CH2:15][CH2:14][C:13]=2[N:12]=[C:11]([Cl:19])[N:10]=1)[C:2]1[CH:7]=[CH:6][CH:5]=[CH:4][CH:3]=1.CS([O-])=[O:22].[Na+].N1CCC[C@H]1C(O)=O, predict the reaction product. The product is: [CH2:1]([NH:8][C:9]1[C:18]2[CH2:17][O:22][CH2:15][CH2:14][C:13]=2[N:12]=[C:11]([Cl:19])[N:10]=1)[C:2]1[CH:7]=[CH:6][CH:5]=[CH:4][CH:3]=1.